From a dataset of Forward reaction prediction with 1.9M reactions from USPTO patents (1976-2016). Predict the product of the given reaction. Given the reactants F[C:2]1[CH:9]=[CH:8][C:7]([N+:10]([O-:12])=[O:11])=[CH:6][C:3]=1[C:4]#[N:5].C(=O)([O-])[O-].[K+].[K+].[C:19]([O:23][C:24]([N:26]1[CH2:31][CH2:30][NH:29][CH2:28][CH2:27]1)=[O:25])([CH3:22])([CH3:21])[CH3:20], predict the reaction product. The product is: [C:19]([O:23][C:24]([N:26]1[CH2:31][CH2:30][N:29]([C:2]2[CH:9]=[CH:8][C:7]([N+:10]([O-:12])=[O:11])=[CH:6][C:3]=2[C:4]#[N:5])[CH2:28][CH2:27]1)=[O:25])([CH3:22])([CH3:20])[CH3:21].